Dataset: Full USPTO retrosynthesis dataset with 1.9M reactions from patents (1976-2016). Task: Predict the reactants needed to synthesize the given product. (1) Given the product [NH2:1][C:4]1[CH:9]=[CH:8][C:7]([Cl:10])=[CH:6][C:5]=1[CH2:11][N:12]([CH2:13][C:14]1[CH:19]=[CH:18][CH:17]=[CH:16][N:15]=1)[CH2:20][C:21]1[CH:26]=[CH:25][CH:24]=[CH:23][N:22]=1, predict the reactants needed to synthesize it. The reactants are: [N+:1]([C:4]1[CH:9]=[CH:8][C:7]([Cl:10])=[CH:6][C:5]=1[CH2:11][N:12]([CH2:20][C:21]1[CH:26]=[CH:25][CH:24]=[CH:23][N:22]=1)[CH2:13][C:14]1[CH:19]=[CH:18][CH:17]=[CH:16][N:15]=1)([O-])=O. (2) Given the product [CH3:1][O:2][C:3]1[CH:4]=[CH:5][C:6]([CH2:9][CH:10]([C:16]2[O:23][CH:20]=[CH:19][N:18]=2)[CH2:11][C:12]([O:14][CH3:15])=[O:13])=[CH:7][CH:8]=1, predict the reactants needed to synthesize it. The reactants are: [CH3:1][O:2][C:3]1[CH:8]=[CH:7][C:6]([CH2:9][CH:10]([C:16]([NH:18][CH2:19][CH:20]([O:23]C)OC)=O)[CH2:11][C:12]([O:14][CH3:15])=[O:13])=[CH:5][CH:4]=1.Cl.C1C=CC(P(C2C=CC=CC=2)C2C=CC=CC=2)=CC=1.II.CCN(CC)CC. (3) The reactants are: [SH:1][C:2]1[CH:7]=[CH:6][C:5]([CH2:8][OH:9])=[CH:4][CH:3]=1.[NH2:10][C:11]1[N:16]=[C:15]([OH:17])[C:14](Br)=[C:13]([CH3:19])[N:12]=1.O.Cl. Given the product [NH2:10][C:11]1[N:16]=[C:15]([OH:17])[C:14]([S:1][C:2]2[CH:7]=[CH:6][C:5]([CH2:8][OH:9])=[CH:4][CH:3]=2)=[C:13]([CH3:19])[N:12]=1, predict the reactants needed to synthesize it.